From a dataset of Forward reaction prediction with 1.9M reactions from USPTO patents (1976-2016). Predict the product of the given reaction. Given the reactants [Br:1][C:2]1[CH:6]=[C:5]([C:7]([O:9]C)=[O:8])[N:4]([C:11]2[CH:16]=[CH:15][CH:14]=[CH:13][C:12]=2[Cl:17])[N:3]=1.[OH-].[Na+], predict the reaction product. The product is: [Br:1][C:2]1[CH:6]=[C:5]([C:7]([OH:9])=[O:8])[N:4]([C:11]2[CH:16]=[CH:15][CH:14]=[CH:13][C:12]=2[Cl:17])[N:3]=1.